From a dataset of Catalyst prediction with 721,799 reactions and 888 catalyst types from USPTO. Predict which catalyst facilitates the given reaction. Reactant: [N:1]([C@@H:4]([C:8]1[N:9]([CH2:22][C:23]2[CH:28]=[CH:27][CH:26]=[CH:25][CH:24]=2)[C:10](=[O:21])[C:11]2[O:16][C:15]3[CH:17]=[CH:18][CH:19]=[CH:20][C:14]=3[C:12]=2[N:13]=1)[CH:5]([CH3:7])[CH3:6])=[N+]=[N-].[Sn](Cl)(Cl)(Cl)Cl. Product: [NH2:1][C@@H:4]([C:8]1[N:9]([CH2:22][C:23]2[CH:28]=[CH:27][CH:26]=[CH:25][CH:24]=2)[C:10](=[O:21])[C:11]2[O:16][C:15]3[CH:17]=[CH:18][CH:19]=[CH:20][C:14]=3[C:12]=2[N:13]=1)[CH:5]([CH3:7])[CH3:6]. The catalyst class is: 5.